This data is from Experimentally validated miRNA-target interactions with 360,000+ pairs, plus equal number of negative samples. The task is: Binary Classification. Given a miRNA mature sequence and a target amino acid sequence, predict their likelihood of interaction. (1) The miRNA is hsa-miR-197-5p with sequence CGGGUAGAGAGGGCAGUGGGAGG. The protein sequence of the target gene is MQRADSEQPSKRPRCDDSPRTPSNTPSAEADWSPGLELHPDYKTWGPEQVCSFLRRGGFEEPVLLKNIRENEITGALLPCLDESRFENLGVSSLGERKKLLSYIQRLVQIHVDTMKVINDPIHGHIELHPLLVRIIDTPQFQRLRYIKQLGGGYYVFPGASHNRFEHSLGVGYLAGCLVHALGEKQPELQISERDVLCVQIAGLCHDLGHGPFSHMFDGRFIPLARPEVKWTHEQGSVMMFEHLINSNGIKPVMEQYGLIPEEDICFIKEQIVGPLESPVEDSLWPYKGRPENKSFLYEI.... Result: 0 (no interaction). (2) Result: 0 (no interaction). The miRNA is mmu-miR-148a-3p with sequence UCAGUGCACUACAGAACUUUGU. The protein sequence of the target gene is MAEAKTHWLGAALSLIPLIFLISGAEAASFQRNQLLQKEPDLRLENVQKFPSPEMIRALEYIENLRQQAHKEESSPDYNPYQGVSVPLQQKENGDESHLPERDSLSEEDWMRIILEALRQAENEPQSAPKENKPYALNSEKNFPMDMSDDYETQQWPERKLKHMQFPPMYEENSRDNPFKRTNEIVEEQYTPQSLATLESVFQELGKLTGPNNQKRERMDEEQKLYTDDEDDIYKANNIAYEDVVGGEDWNPVEEKIESQTQEEVRDSKENIEKNEQINDEMKRSGQLGIQEEDLRKESK.... (3) The miRNA is gga-miR-2131-5p with sequence AUGCAGAAGUGCACGGAAACAGCU. The protein sequence of the target gene is MATTVSTQRGPVYIGELPQDFLRITPTQQQQQIQLDAQAAQQLQYGGTVGTVGRLSITVVQAKLAKNYGMTRMDPYCRLRLGYAVYETPTAHNGAKNPRWNKVIQCTVPPGVDSFYLEIFDERAFSMDDRIAWTHITIPESLKQGQVEDEWYSLSGRQGDDKEGMINLVMSYTSLPAAMMMPPQPVVLMPTVYQQGVGYVPIAGMPAVCSPGMVPMAMPPPAVAPQPRCNEEDLKAIQDMFPNMDREVIRSVLEAQRGNKDAAINSLLQMGEES. Result: 0 (no interaction).